From a dataset of Full USPTO retrosynthesis dataset with 1.9M reactions from patents (1976-2016). Predict the reactants needed to synthesize the given product. (1) Given the product [C:12]([O:16][C:17](=[O:24])[NH:18][C@H:19]1[CH2:20][C@H:21]([N:4]2[C:5]3=[N:6][CH:7]=[CH:8][CH:9]=[C:10]3[N:2]([CH3:1])[C:3]2=[O:11])[CH2:22]1)([CH3:15])([CH3:13])[CH3:14], predict the reactants needed to synthesize it. The reactants are: [CH3:1][N:2]1[C:10]2[C:5](=[N:6][CH:7]=[CH:8][CH:9]=2)[NH:4][C:3]1=[O:11].[C:12]([O:16][C:17](=[O:24])[NH:18][C@H:19]1[CH2:22][C@H:21](O)[CH2:20]1)([CH3:15])([CH3:14])[CH3:13].C1(P(C2C=CC=CC=2)C2C=CC=CC=2)C=CC=CC=1.N(C(OC(C)C)=O)=NC(OC(C)C)=O. (2) Given the product [C:1]([CH2:3][CH2:4][O:5][C:6]([C:8]1[CH:13]([C:14]2[CH:19]=[CH:18][CH:17]=[C:16]([Cl:20])[CH:15]=2)[C:12]([C:21](=[O:38])[NH:22][CH2:23][CH2:24][CH:25]([C:26]2[CH:27]=[CH:28][CH:29]=[CH:30][CH:31]=2)[C:32]2[CH:37]=[CH:36][CH:35]=[CH:34][CH:33]=2)=[C:11]([CH2:39][O:40][CH2:41][CH2:42][N:47]=[N+:48]=[N-:49])[NH:10][C:9]=1[CH3:44])=[O:7])#[N:2], predict the reactants needed to synthesize it. The reactants are: [C:1]([CH2:3][CH2:4][O:5][C:6]([C:8]1[CH:13]([C:14]2[CH:19]=[CH:18][CH:17]=[C:16]([Cl:20])[CH:15]=2)[C:12]([C:21](=[O:38])[NH:22][CH2:23][CH2:24][CH:25]([C:32]2[CH:37]=[CH:36][CH:35]=[CH:34][CH:33]=2)[C:26]2[CH:31]=[CH:30][CH:29]=[CH:28][CH:27]=2)=[C:11]([CH2:39][O:40][CH2:41][CH2:42]Cl)[NH:10][C:9]=1[CH3:44])=[O:7])#[N:2].[I-].[Na+].[N-:47]=[N+:48]=[N-:49].[Na+].C(OCC)(=O)C.